Dataset: Reaction yield outcomes from USPTO patents with 853,638 reactions. Task: Predict the reaction yield, written as a fraction of the theoretical maximum amount of product (1.0 means a 100% yield; for example, 0.34 means a 34% yield). The reactants are Cl.[Cl:2][C:3]1[CH:22]=[CH:21][C:6]([CH2:7][CH:8]2[CH2:13][CH2:12][N:11](C(OC(C)(C)C)=O)[CH2:10][CH2:9]2)=[CH:5][C:4]=1[F:23]. The catalyst is CO. The product is [ClH:2].[Cl:2][C:3]1[CH:22]=[CH:21][C:6]([CH2:7][CH:8]2[CH2:9][CH2:10][NH:11][CH2:12][CH2:13]2)=[CH:5][C:4]=1[F:23]. The yield is 0.970.